From a dataset of Catalyst prediction with 721,799 reactions and 888 catalyst types from USPTO. Predict which catalyst facilitates the given reaction. (1) Reactant: [CH2:1]([Li])CCC.[C:6]1([S:12]([CH2:15][C:16]([CH3:30])([CH3:29])[CH2:17][CH2:18][N:19]2[CH2:24][CH2:23][CH:22]([C:25]([F:28])([F:27])[F:26])[CH2:21][CH2:20]2)(=[O:14])=[O:13])[CH:11]=[CH:10][CH:9]=[CH:8][CH:7]=1.CI. Product: [C:6]1([S:12]([CH:15]([CH3:1])[C:16]([CH3:30])([CH3:29])[CH2:17][CH2:18][N:19]2[CH2:20][CH2:21][CH:22]([C:25]([F:28])([F:27])[F:26])[CH2:23][CH2:24]2)(=[O:14])=[O:13])[CH:7]=[CH:8][CH:9]=[CH:10][CH:11]=1. The catalyst class is: 7. (2) Reactant: CN(C(ON1N=NC2C=CC=NC1=2)=[N+](C)C)C.F[P-](F)(F)(F)(F)F.[CH2:25]([C:32]1[CH:33]=[C:34]([NH:43][CH2:44][C:45]([OH:47])=O)[C:35]([C:38]([O:40][CH2:41][CH3:42])=[O:39])=[N:36][CH:37]=1)[C:26]1[CH:31]=[CH:30][CH:29]=[CH:28][CH:27]=1.[NH:48]1[CH2:53][CH2:52][O:51][CH2:50][CH2:49]1.CCN(CC)CC. Product: [CH2:25]([C:32]1[CH:33]=[C:34]([NH:43][CH2:44][C:45]([N:48]2[CH2:53][CH2:52][O:51][CH2:50][CH2:49]2)=[O:47])[C:35]([C:38]([O:40][CH2:41][CH3:42])=[O:39])=[N:36][CH:37]=1)[C:26]1[CH:27]=[CH:28][CH:29]=[CH:30][CH:31]=1. The catalyst class is: 3. (3) The catalyst class is: 10. Reactant: [NH2:1][CH2:2][CH2:3][CH2:4][CH2:5][NH2:6].C(N(C(C)C)CC)(C)C.C([O:18][C:19]([C:21]1[N:26]2[C:27]([C:31](=[O:36])C(Cl)(Cl)Cl)=[C:28]([CH3:30])[N:29]=[C:25]2[CH:24]=[CH:23][CH:22]=1)=O)C.C1C=CC(N([S:44]([C:47]([F:50])([F:49])[F:48])(=[O:46])=[O:45])[S:44]([C:47]([F:50])([F:49])[F:48])(=[O:46])=[O:45])=CC=1. Product: [CH3:30][C:28]1[N:29]=[C:25]2[N:26]3[C:21]([C:19](=[O:18])[N:1]([CH2:2][CH2:3][CH2:4][CH2:5][NH:6][S:44]([C:47]([F:50])([F:49])[F:48])(=[O:46])=[O:45])[C:31](=[O:36])[C:27]=13)=[CH:22][CH:23]=[CH:24]2.